The task is: Predict which catalyst facilitates the given reaction.. This data is from Catalyst prediction with 721,799 reactions and 888 catalyst types from USPTO. (1) Reactant: [O:1]=[CH:2][C@@H:3]([C@H:5]([C@@H:7]([CH2:9][OH:10])[OH:8])[OH:6])[OH:4].[C:11](Cl)(=[O:23])[CH2:12][CH2:13][CH2:14][CH2:15][CH2:16][CH2:17][CH2:18][CH2:19][CH2:20][CH2:21][CH3:22].ClCCl. The catalyst class is: 66. Product: [C:11]([OH:23])(=[O:1])[CH2:12][CH2:13][CH2:14][CH2:15][CH2:16][CH2:17][CH2:18][CH2:19][CH2:20][CH2:21][CH3:22].[O:1]=[CH:2][C@@H:3]([C@H:5]([C@@H:7]([CH2:9][OH:10])[OH:8])[OH:6])[OH:4]. (2) Reactant: [N:1]1([CH2:6][CH2:7][CH2:8][NH:9][C:10](=[O:32])/[C:11](/[CH2:20][O:21][C:22]2[C:31]3[C:26](=[CH:27][CH:28]=[CH:29][CH:30]=3)[CH:25]=[CH:24][CH:23]=2)=[CH:12]/[CH2:13][CH2:14][CH2:15][CH2:16][C:17](O)=[O:18])[CH:5]=[CH:4][N:3]=[CH:2]1.C(N(CC)CC)C.Cl.C(N(CC)CCCN=C=NCC)C.[O:54]1[CH2:59][CH2:58][CH2:57][CH2:56][CH:55]1[O:60][NH2:61]. Product: [N:1]1([CH2:6][CH2:7][CH2:8][NH:9][C:10](=[O:32])/[C:11](/[CH2:20][O:21][C:22]2[C:31]3[C:26](=[CH:27][CH:28]=[CH:29][CH:30]=3)[CH:25]=[CH:24][CH:23]=2)=[CH:12]/[CH2:13][CH2:14][CH2:15][CH2:16][C:17]([NH:61][O:60][CH:55]2[CH2:56][CH2:57][CH2:58][CH2:59][O:54]2)=[O:18])[CH:5]=[CH:4][N:3]=[CH:2]1. The catalyst class is: 9.